Dataset: Catalyst prediction with 721,799 reactions and 888 catalyst types from USPTO. Task: Predict which catalyst facilitates the given reaction. (1) Reactant: [CH2:1]([OH:10])[CH2:2][O:3][CH2:4][CH2:5][O:6][CH2:7][CH2:8][OH:9].[H-].[Na+].Br[CH:14](O)[CH2:15][CH3:16].C(OCC)(=O)C. Product: [CH2:14]([O:10][CH2:1][CH2:2][O:3][CH2:4][CH2:5][O:6][CH2:7][CH2:8][OH:9])[CH2:15][CH3:16]. The catalyst class is: 7. (2) Reactant: [OH:1][C@H:2]([CH2:24][O:25][C:26]1[CH:31]=[CH:30][CH:29]=[CH:28][CH:27]=1)[CH2:3][NH:4][C@H:5]([CH2:22][OH:23])[CH2:6][C:7]1[CH:21]=[CH:20][C:10]([O:11][C:12]2[N:19]=[CH:18][CH:17]=[CH:16][C:13]=2[C:14]#[N:15])=[CH:9][CH:8]=1.[ClH:32]. Product: [ClH:32].[OH:1][C@H:2]([CH2:24][O:25][C:26]1[CH:27]=[CH:28][CH:29]=[CH:30][CH:31]=1)[CH2:3][NH:4][C@H:5]([CH2:22][OH:23])[CH2:6][C:7]1[CH:21]=[CH:20][C:10]([O:11][C:12]2[N:19]=[CH:18][CH:17]=[CH:16][C:13]=2[C:14]#[N:15])=[CH:9][CH:8]=1. The catalyst class is: 13. (3) Reactant: [NH2:1][C:2]([NH2:4])=[S:3].Br[CH:6]([C:31]1[CH:36]=[CH:35][C:34]([Cl:37])=[CH:33][CH:32]=1)[C:7]([C:9]1[CH:10]=[C:11]([C:27]([NH:29][CH3:30])=[O:28])[C:12](=[O:26])[N:13]([C:16]2[CH:21]=[CH:20][CH:19]=[C:18]([C:22]([F:25])([F:24])[F:23])[CH:17]=2)[C:14]=1[CH3:15])=O. Product: [NH2:1][C:2]1[S:3][C:6]([C:31]2[CH:32]=[CH:33][C:34]([Cl:37])=[CH:35][CH:36]=2)=[C:7]([C:9]2[CH:10]=[C:11]([C:27]([NH:29][CH3:30])=[O:28])[C:12](=[O:26])[N:13]([C:16]3[CH:21]=[CH:20][CH:19]=[C:18]([C:22]([F:24])([F:23])[F:25])[CH:17]=3)[C:14]=2[CH3:15])[N:4]=1. The catalyst class is: 10. (4) Reactant: Br[C:2]1[CH:7]=[CH:6][CH:5]=[C:4]([Br:8])[N:3]=1.[Li]CCCC.[CH3:14][N:15]([CH3:23])[CH:16]1[CH2:21][CH2:20][C:19](=[O:22])[CH2:18][CH2:17]1. Product: [Br:8][C:4]1[N:3]=[C:2]([C:19]2([OH:22])[CH2:20][CH2:21][CH:16]([N:15]([CH3:23])[CH3:14])[CH2:17][CH2:18]2)[CH:7]=[CH:6][CH:5]=1. The catalyst class is: 2. (5) Reactant: [C:1]1(=[O:7])[O:6][C:4](=[O:5])[CH:3]=[CH:2]1.S(OCC)(OCC)(=O)=O.[Cl-].[Al+3].[Cl-].[Cl-].[Cl:21][C:22]1[CH:27]=[CH:26][CH:25]=[CH:24][C:23]=1[O:28][CH3:29].Cl.[I-].[Na+].Cl[Si](C)(C)C. Product: [Cl:21][C:22]1[CH:27]=[C:26]([C:4](=[O:5])/[CH:3]=[CH:2]/[C:1]([OH:6])=[O:7])[CH:25]=[CH:24][C:23]=1[O:28][CH3:29]. The catalyst class is: 159. (6) Reactant: [C:1]([O:10]C)(=O)[C:2]1[C:3](=[CH:5][CH:6]=[CH:7][CH:8]=1)[SH:4].[C:12]([C:14]1[CH:19]=[CH:18][CH:17]=[C:16]([N:20]2[CH2:25][CH2:24][N:23]([C:26]3[CH:31]=[CH:30][CH:29]=[CH:28][CH:27]=3)[CH2:22][CH2:21]2)[N:15]=1)#[N:13]. The catalyst class is: 11. Product: [C:26]1([N:23]2[CH2:24][CH2:25][N:20]([C:16]3[N:15]=[C:14]([C:12]4[S:4][C:3]5[CH:5]=[CH:6][CH:7]=[CH:8][C:2]=5[C:1](=[O:10])[N:13]=4)[CH:19]=[CH:18][CH:17]=3)[CH2:21][CH2:22]2)[CH:27]=[CH:28][CH:29]=[CH:30][CH:31]=1. (7) Reactant: O1CCCC1.[CH2:6]([C:10]1[CH:11]=[C:12]([CH:18]=[CH:19][CH:20]=1)[C:13](OCC)=[O:14])[CH2:7][CH2:8][CH3:9].[H-].[Al+3].[Li+].[H-].[H-].[H-].O1CCCC1.[OH-].[Na+]. Product: [CH2:6]([C:10]1[CH:11]=[C:12]([CH:18]=[CH:19][CH:20]=1)[CH2:13][OH:14])[CH2:7][CH2:8][CH3:9]. The catalyst class is: 6.